From a dataset of Forward reaction prediction with 1.9M reactions from USPTO patents (1976-2016). Predict the product of the given reaction. (1) The product is: [C:1]([C:5]1[N:10]=[C:9]([C:11]2[CH:12]=[CH:13][CH:14]=[CH:15][CH:16]=2)[C:8]([NH:39][C:42](=[O:27])[O:48][C:45]([CH3:47])([CH3:46])[CH3:44])=[CH:7][N:6]=1)([CH3:2])([CH3:3])[CH3:4]. Given the reactants [C:1]([C:5]1[N:10]=[C:9]([C:11]2[CH:16]=[CH:15][CH:14]=[CH:13][CH:12]=2)[C:8](C(O)=O)=[CH:7][N:6]=1)([CH3:4])([CH3:3])[CH3:2].C1C=CC(P(N=[N+]=[N-])(C2C=CC=CC=2)=[O:27])=CC=1.CC[N:39]([CH2:42]C)CC.[CH3:44][C:45]([OH:48])([CH3:47])[CH3:46], predict the reaction product. (2) Given the reactants [Br:1][C:2]1[CH:3]=[C:4]([CH:6]=[C:7]([C:9]([F:12])([F:11])[F:10])[CH:8]=1)[NH2:5].[I:13]N1C(=O)CCC1=O, predict the reaction product. The product is: [Br:1][C:2]1[C:3]([I:13])=[C:4]([CH:6]=[C:7]([C:9]([F:10])([F:11])[F:12])[CH:8]=1)[NH2:5]. (3) The product is: [C:17]1([C:16]2[N:5]3[C:4]([CH2:10][C:9](=[O:11])[NH:8][C:7]4[CH:12]=[CH:13][CH:14]=[CH:15][C:6]=43)=[N:25][N:24]=2)[CH:22]=[CH:21][CH:20]=[CH:19][CH:18]=1. Given the reactants C(O[C:4]1[CH2:10][C:9](=[O:11])[NH:8][C:7]2[CH:12]=[CH:13][CH:14]=[CH:15][C:6]=2[N:5]=1)C.[C:16]([NH:24][NH2:25])(=O)[C:17]1[CH:22]=[CH:21][CH:20]=[CH:19][CH:18]=1, predict the reaction product. (4) Given the reactants CC(C)(OC([NH:7][C:8]1[N:13]=[C:12]([C:14]2[CH:15]=[CH:16][C:17]3[N:18]([CH:20]=[C:21]([C:23]([NH:25][C:26]4[S:27][CH:28]=[CH:29][N:30]=4)=[O:24])[N:22]=3)[CH:19]=2)[CH:11]=[CH:10][CH:9]=1)=O)C.Cl, predict the reaction product. The product is: [NH2:7][C:8]1[N:13]=[C:12]([C:14]2[CH:15]=[CH:16][C:17]3[N:18]([CH:20]=[C:21]([C:23]([NH:25][C:26]4[S:27][CH:28]=[CH:29][N:30]=4)=[O:24])[N:22]=3)[CH:19]=2)[CH:11]=[CH:10][CH:9]=1. (5) Given the reactants C([N:3]([CH2:14][CH3:15])[C:4](=[O:13])[C:5]1[CH:10]=[CH:9][CH:8]=[C:7]([Cl:11])[C:6]=1[CH3:12])C.[OH:16][CH2:17][C@H:18]1[CH2:22][CH2:21][CH2:20][N:19]1[CH2:23]CC(N(OC)C)=O, predict the reaction product. The product is: [Cl:11][C:7]1[CH:8]=[CH:9][CH:10]=[C:5]2[C:6]=1[CH:12]=[C:14]([CH2:15][CH2:23][N:19]1[CH2:20][CH2:21][CH2:22][C@@H:18]1[CH2:17][OH:16])[NH:3][C:4]2=[O:13].